Dataset: Full USPTO retrosynthesis dataset with 1.9M reactions from patents (1976-2016). Task: Predict the reactants needed to synthesize the given product. (1) Given the product [CH2:1]([N:8]1[CH2:13][CH2:12][CH:11]([C:14]([NH:16][C:17]2[CH:22]=[CH:21][C:20]([CH2:23][NH:24][C:25]3[C:34]4[C:29](=[CH:30][C:31]([CH3:35])=[CH:32][CH:33]=4)[N:28]=[C:27]([N:48]4[CH2:49][CH2:50][N:45]([C:40]5[N:39]=[CH:44][CH:43]=[CH:42][N:41]=5)[CH2:46][CH2:47]4)[N:26]=3)=[CH:19][CH:18]=2)=[O:15])[CH2:10][CH2:9]1)[C:2]1[CH:7]=[CH:6][CH:5]=[CH:4][CH:3]=1, predict the reactants needed to synthesize it. The reactants are: [CH2:1]([N:8]1[CH2:13][CH2:12][CH:11]([C:14]([NH:16][C:17]2[CH:22]=[CH:21][C:20]([CH2:23][NH:24][C:25]3[C:34]4[C:29](=[CH:30][C:31]([CH3:35])=[CH:32][CH:33]=4)[N:28]=[C:27](Cl)[N:26]=3)=[CH:19][CH:18]=2)=[O:15])[CH2:10][CH2:9]1)[C:2]1[CH:7]=[CH:6][CH:5]=[CH:4][CH:3]=1.Cl.Cl.[N:39]1[CH:44]=[CH:43][CH:42]=[N:41][C:40]=1[N:45]1[CH2:50][CH2:49][NH:48][CH2:47][CH2:46]1. (2) Given the product [OH:8][CH:7]([CH:6]([CH3:5])[CH2:9][CH3:10])[CH2:2][C:1]([OH:4])=[O:3], predict the reactants needed to synthesize it. The reactants are: [C:1]([OH:4])(=[O:3])[CH3:2].[CH3:5][CH:6]([CH2:9][CH3:10])[CH:7]=[O:8].